Dataset: NCI-60 drug combinations with 297,098 pairs across 59 cell lines. Task: Regression. Given two drug SMILES strings and cell line genomic features, predict the synergy score measuring deviation from expected non-interaction effect. (1) Drug 1: C1=CC(=C2C(=C1NCCNCCO)C(=O)C3=C(C=CC(=C3C2=O)O)O)NCCNCCO. Drug 2: C1=NC(=NC(=O)N1C2C(C(C(O2)CO)O)O)N. Cell line: DU-145. Synergy scores: CSS=64.3, Synergy_ZIP=0.424, Synergy_Bliss=3.46, Synergy_Loewe=-6.98, Synergy_HSA=4.66. (2) Drug 1: CCC1=CC2CC(C3=C(CN(C2)C1)C4=CC=CC=C4N3)(C5=C(C=C6C(=C5)C78CCN9C7C(C=CC9)(C(C(C8N6C)(C(=O)OC)O)OC(=O)C)CC)OC)C(=O)OC.C(C(C(=O)O)O)(C(=O)O)O. Drug 2: C(CCl)NC(=O)N(CCCl)N=O. Cell line: RPMI-8226. Synergy scores: CSS=35.1, Synergy_ZIP=-5.55, Synergy_Bliss=-3.97, Synergy_Loewe=-17.8, Synergy_HSA=-2.83. (3) Drug 1: CNC(=O)C1=CC=CC=C1SC2=CC3=C(C=C2)C(=NN3)C=CC4=CC=CC=N4. Drug 2: CN(CCCl)CCCl.Cl. Cell line: CAKI-1. Synergy scores: CSS=30.3, Synergy_ZIP=-3.57, Synergy_Bliss=-1.01, Synergy_Loewe=-2.18, Synergy_HSA=0.111.